This data is from Reaction yield outcomes from USPTO patents with 853,638 reactions. The task is: Predict the reaction yield, written as a fraction of the theoretical maximum amount of product (1.0 means a 100% yield; for example, 0.34 means a 34% yield). (1) The reactants are [S:1]1[C:5]2[CH:6]=[CH:7][CH:8]=[CH:9][C:4]=2[N:3]=[C:2]1[C:10]([C:12]1[CH:17]=[CH:16][CH:15]=[CH:14][C:13]=1[OH:18])=O.C(=O)([O-])[O-].[K+].[K+].Br[CH:26](C(OCC)=O)[C:27]([O:29][CH2:30][CH3:31])=[O:28].O. The catalyst is CC(C)=O.ClCCl. The product is [S:1]1[C:5]2[CH:6]=[CH:7][CH:8]=[CH:9][C:4]=2[N:3]=[C:2]1[C:10]1[C:12]2[CH:17]=[CH:16][CH:15]=[CH:14][C:13]=2[O:18][C:26]=1[C:27]([O:29][CH2:30][CH3:31])=[O:28]. The yield is 0.680. (2) The product is [Cl:3][C:7]1[CH2:11][CH:10]([C:12]([O:14][CH3:15])=[O:13])[N:9]([CH3:16])[N:8]=1. The catalyst is C(Cl)(Cl)Cl. The yield is 0.520. The reactants are O=P(Cl)(Cl)[Cl:3].O[C:7]1[CH2:11][CH:10]([C:12]([O:14][CH3:15])=[O:13])[N:9]([CH3:16])[N:8]=1. (3) The reactants are [Cl:1][C:2]1[N:7]=[CH:6][C:5]([CH:8]([N:12]2[CH:16]=[C:15]([C:17]3[C:18]4[CH:25]=[CH:24][N:23](COCC[Si](C)(C)C)[C:19]=4[N:20]=[CH:21][N:22]=3)[CH:14]=[N:13]2)[CH2:9][C:10]#[N:11])=[CH:4][CH:3]=1.C(O)(C(F)(F)F)=O.C(Cl)Cl.CO.C(N)CN. No catalyst specified. The product is [Cl:1][C:2]1[N:7]=[CH:6][C:5]([CH:8]([N:12]2[CH:16]=[C:15]([C:17]3[C:18]4[CH:25]=[CH:24][NH:23][C:19]=4[N:20]=[CH:21][N:22]=3)[CH:14]=[N:13]2)[CH2:9][C:10]#[N:11])=[CH:4][CH:3]=1. The yield is 0.690. (4) The reactants are C(O)=O.C(O)=O.[NH2:7][C:8]1[N:13]=[C:12]([N:14]2[CH2:18][CH2:17][CH:16]([NH:19]C(=O)OC(C)(C)C)[CH2:15]2)[CH:11]=[C:10]([CH:27]2[CH2:31][CH2:30][CH2:29][CH2:28]2)[N:9]=1.C(O)(C(F)(F)F)=O. The catalyst is C(Cl)Cl. The product is [NH2:19][CH:16]1[CH2:17][CH2:18][N:14]([C:12]2[CH:11]=[C:10]([CH:27]3[CH2:31][CH2:30][CH2:29][CH2:28]3)[N:9]=[C:8]([NH2:7])[N:13]=2)[CH2:15]1. The yield is 0.470.